The task is: Predict the product of the given reaction.. This data is from Forward reaction prediction with 1.9M reactions from USPTO patents (1976-2016). (1) Given the reactants Cl[C:2]1[CH:7]=[C:6]([C:8]2[CH:13]=[CH:12][CH:11]=[CH:10][CH:9]=2)[N:5]=[CH:4][N:3]=1.[CH:14]1[C:22]2[C:21]3[CH:23]=[CH:24][CH:25]=[CH:26][C:20]=3[S:19][C:18]=2[C:17]([C:27]2[CH:28]=[C:29]([C:33]3[CH:38]=[CH:37][CH:36]=[C:35](B(O)O)[CH:34]=3)[CH:30]=[CH:31][CH:32]=2)=[CH:16][CH:15]=1.C(=O)([O-])[O-].[K+].[K+].C1(C)C=CC=CC=1, predict the reaction product. The product is: [CH:14]1[C:22]2[C:21]3[CH:23]=[CH:24][CH:25]=[CH:26][C:20]=3[S:19][C:18]=2[C:17]([C:27]2[CH:28]=[C:29]([C:33]3[CH:38]=[CH:37][CH:36]=[C:35]([C:2]4[CH:7]=[C:6]([C:8]5[CH:13]=[CH:12][CH:11]=[CH:10][CH:9]=5)[N:5]=[CH:4][N:3]=4)[CH:34]=3)[CH:30]=[CH:31][CH:32]=2)=[CH:16][CH:15]=1. (2) The product is: [Cl:1][C:2]1[N:3]=[CH:4][C:5](=[O:8])[N:6]([CH3:9])[CH:7]=1. Given the reactants [Cl:1][C:2]1[N:3]=[CH:4][C:5]([OH:8])=[N:6][CH:7]=1.[C:9]([O-])([O-])=O.[K+].[K+].CI, predict the reaction product. (3) Given the reactants [CH3:1][O:2][C:3](=[O:10])[CH:4]=[C:5]([NH2:9])[CH:6]1[CH2:8][CH2:7]1.[CH3:11][O:12][C:13](=[O:16])[C:14]#[CH:15], predict the reaction product. The product is: [CH3:11][O:12][C:13](=[O:16])[CH:14]=[CH:15][C:4](=[C:5]([NH2:9])[CH:6]1[CH2:8][CH2:7]1)[C:3]([O:2][CH3:1])=[O:10]. (4) Given the reactants [C:1]1([N:7]=[C:8]=[O:9])[CH:6]=[CH:5][CH:4]=[CH:3][CH:2]=1.C(O)(C(F)(F)F)=O.[NH2:17][C:18]1[CH:19]=[C:20]2[C:25](=[C:26]([C:28]([NH2:30])=[O:29])[CH:27]=1)[N:24]=[CH:23][N:22]=[C:21]2[NH:31][CH2:32][C:33]1[CH:38]=[CH:37][C:36]([Cl:39])=[C:35]([C:40]([F:43])([F:42])[F:41])[CH:34]=1.C(N(CC)CC)C, predict the reaction product. The product is: [NH:7]([C:8]([NH:17][C:18]1[CH:19]=[C:20]2[C:25](=[C:26]([C:28]([NH2:30])=[O:29])[CH:27]=1)[N:24]=[CH:23][N:22]=[C:21]2[NH:31][CH2:32][C:33]1[CH:38]=[CH:37][C:36]([Cl:39])=[C:35]([C:40]([F:42])([F:43])[F:41])[CH:34]=1)=[O:9])[C:1]1[CH:6]=[CH:5][CH:4]=[CH:3][CH:2]=1. (5) Given the reactants [Cl:1][C:2]1[CH:19]=[CH:18][C:5]([O:6][CH:7]2[CH2:12][CH2:11][N:10]([C:13](=[O:17])[C:14]([OH:16])=O)[CH2:9][CH2:8]2)=[CH:4][CH:3]=1.[NH2:20][C:21]1[CH:30]=[CH:29][C:24]2[NH:25][C:26](=[O:28])[NH:27][C:23]=2[CH:22]=1, predict the reaction product. The product is: [Cl:1][C:2]1[CH:3]=[CH:4][C:5]([O:6][CH:7]2[CH2:8][CH2:9][N:10]([C:13](=[O:17])[C:14]([NH:20][C:21]3[CH:30]=[CH:29][C:24]4[NH:25][C:26](=[O:28])[NH:27][C:23]=4[CH:22]=3)=[O:16])[CH2:11][CH2:12]2)=[CH:18][CH:19]=1. (6) Given the reactants [CH:1]1([C:7]([C:9]2[CH:14]=[CH:13][C:12]([O:15][CH2:16][C:17]3[CH:22]=[CH:21][CH:20]=[CH:19][CH:18]=3)=[CH:11][C:10]=2F)=O)[CH2:6][CH2:5][CH2:4][CH2:3]C1.[OH2:24].NN.[CH3:27][NH:28][NH2:29].[CH2:30](NN)[C:31]1[CH:36]=[CH:35][CH:34]=[CH:33][CH:32]=1, predict the reaction product. The product is: [CH2:16]([O:15][C:12]1[CH:11]=[C:10]2[C:9]([C:7]([CH:1]3[CH2:3][CH2:4][CH2:5][CH2:6]3)=[N:29][N:28]2[C:27]2[CH:9]=[CH:7][C:1]([O:24][CH2:30][C:31]3[CH:36]=[CH:35][CH:34]=[CH:33][CH:32]=3)=[CH:6][CH:5]=2)=[CH:14][CH:13]=1)[C:17]1[CH:18]=[CH:19][CH:20]=[CH:21][CH:22]=1. (7) The product is: [CH:16]1([CH2:15][N:10]2[C:11]3[C:7](=[CH:6][C:5]([CH2:3][OH:4])=[CH:13][CH:12]=3)[CH:8]=[N:9]2)[CH2:21][CH2:20][CH2:19][CH2:18][CH2:17]1. Given the reactants CO[C:3]([C:5]1[CH:6]=[C:7]2[C:11](=[CH:12][CH:13]=1)[NH:10][N:9]=[CH:8]2)=[O:4].Br[CH2:15][CH:16]1[CH2:21][CH2:20][CH2:19][CH2:18][CH2:17]1, predict the reaction product. (8) Given the reactants [CH2:1]([C:3]1[N:7]([C:8]2[C:9]([CH3:16])=[C:10]([CH2:14][OH:15])[CH:11]=[CH:12][CH:13]=2)[C:6]2[CH:17]=[C:18]([F:21])[CH:19]=[CH:20][C:5]=2[N:4]=1)[CH3:2].CC(OI1(OC(C)=O)(OC(C)=O)OC(=O)C2C=CC=CC1=2)=O.S([O-])([O-])(=O)=S.[Na+].[Na+], predict the reaction product. The product is: [CH2:1]([C:3]1[N:7]([C:8]2[C:9]([CH3:16])=[C:10]([CH:11]=[CH:12][CH:13]=2)[CH:14]=[O:15])[C:6]2[CH:17]=[C:18]([F:21])[CH:19]=[CH:20][C:5]=2[N:4]=1)[CH3:2]. (9) The product is: [Cl:14][C:9]1[C:10]([O:23][CH:3]([CH3:4])[CH3:2])=[N:11][CH:12]=[C:7]([CH:8]=1)[CH:18]=[O:19]. Given the reactants [Li][CH2:2][CH2:3][CH2:4]C.Br[C:7]1[CH:8]=[C:9]([Cl:14])[C:10](Cl)=[N:11][CH:12]=1.CN([CH:18]=[O:19])C.C1C[O:23]CC1, predict the reaction product. (10) Given the reactants [NH2:1][C:2]([NH:4][C:5]1[C:6]([C:18]([NH2:20])=[O:19])=[N:7][N:8]([C:10]2[CH:15]=[CH:14][C:13](I)=[C:12]([CH3:17])[CH:11]=2)[CH:9]=1)=[O:3].[OH:21][C:22]1[CH:27]=[CH:26][C:25](B(O)O)=[C:24]([CH3:31])[CH:23]=1.C(=O)([O-])[O-].[Cs+].[Cs+], predict the reaction product. The product is: [OH:21][C:22]1[CH:27]=[CH:26][C:25]([C:13]2[CH:14]=[CH:15][C:10]([N:8]3[CH:9]=[C:5]([NH:4][C:2]([NH2:1])=[O:3])[C:6]([C:18]([NH2:20])=[O:19])=[N:7]3)=[CH:11][C:12]=2[CH3:17])=[C:24]([CH3:31])[CH:23]=1.